From a dataset of NCI-60 drug combinations with 297,098 pairs across 59 cell lines. Regression. Given two drug SMILES strings and cell line genomic features, predict the synergy score measuring deviation from expected non-interaction effect. (1) Drug 1: C1CCN(CC1)CCOC2=CC=C(C=C2)C(=O)C3=C(SC4=C3C=CC(=C4)O)C5=CC=C(C=C5)O. Drug 2: C1=NC2=C(N=C(N=C2N1C3C(C(C(O3)CO)O)O)F)N. Cell line: RXF 393. Synergy scores: CSS=2.39, Synergy_ZIP=1.62, Synergy_Bliss=3.69, Synergy_Loewe=1.38, Synergy_HSA=1.59. (2) Drug 1: CCC1=C2CN3C(=CC4=C(C3=O)COC(=O)C4(CC)O)C2=NC5=C1C=C(C=C5)O. Drug 2: CCN(CC)CCCC(C)NC1=C2C=C(C=CC2=NC3=C1C=CC(=C3)Cl)OC. Cell line: HCC-2998. Synergy scores: CSS=35.7, Synergy_ZIP=-3.10, Synergy_Bliss=-1.26, Synergy_Loewe=1.09, Synergy_HSA=1.41.